From a dataset of Full USPTO retrosynthesis dataset with 1.9M reactions from patents (1976-2016). Predict the reactants needed to synthesize the given product. (1) Given the product [ClH:12].[CH2:1]([C:3]1[NH:7][N:6]=[C:5]([C:8]([O:10][CH3:14])=[O:9])[C:4]=1[CH3:11])[CH3:2], predict the reactants needed to synthesize it. The reactants are: [CH2:1]([C:3]1[NH:7][N:6]=[C:5]([C:8]([OH:10])=[O:9])[C:4]=1[CH3:11])[CH3:2].[Cl:12][Si](C)(C)[CH3:14]. (2) The reactants are: [NH2:1][CH:2]([CH2:19][C:20]1[CH:25]=[CH:24][CH:23]=[C:22]([O:26][C:27]([F:32])([F:31])[CH:28]([F:30])[F:29])[CH:21]=1)[CH:3]([C:5]1[CH:10]=[CH:9][CH:8]=[C:7]([O:11][CH2:12][C:13]2[CH:18]=[CH:17][CH:16]=[CH:15][CH:14]=2)[CH:6]=1)[OH:4].[C:33]1([C:44](O)=[O:45])[CH:34]=[CH:35][CH:36]=[C:37]2[CH2:43][CH2:42][CH2:41][CH:40]=[CH:39][C:38]=12.Cl.C(N=C=NCCCN(C)C)C.O.ON1C2C=CC=CC=2N=N1. Given the product [CH2:12]([O:11][C:7]1[CH:6]=[C:5]([CH:3]([OH:4])[CH:2]([NH:1][C:44]([C:33]2[CH:34]=[CH:35][CH:36]=[C:37]3[CH2:43][CH2:42][CH2:41][CH:40]=[CH:39][C:38]=23)=[O:45])[CH2:19][C:20]2[CH:25]=[CH:24][CH:23]=[C:22]([O:26][C:27]([F:31])([F:32])[CH:28]([F:29])[F:30])[CH:21]=2)[CH:10]=[CH:9][CH:8]=1)[C:13]1[CH:14]=[CH:15][CH:16]=[CH:17][CH:18]=1, predict the reactants needed to synthesize it. (3) Given the product [Cl:11][C:12]1[S:13][C:14]([Cl:21])=[CH:15][C:16]=1[S:17]([NH:8][C:5]1[CH:6]=[N:7][C:2]([Cl:1])=[CH:3][C:4]=1[OH:9])(=[O:19])=[O:18], predict the reactants needed to synthesize it. The reactants are: [Cl:1][C:2]1[N:7]=[CH:6][C:5]([NH2:8])=[C:4]([O:9]C)[CH:3]=1.[Cl:11][C:12]1[S:13][C:14]([Cl:21])=[CH:15][C:16]=1[S:17](Cl)(=[O:19])=[O:18].ClC1N=CC(NS(CC2C=CC(Cl)=C(Cl)C=2)(=O)=O)=C(O)C=1.B(Br)(Br)Br. (4) Given the product [ClH:39].[O:6]1[C:7]2[CH:18]=[CH:17][C:16]([C:19]3[CH:20]=[C:21]4[NH:27][C:26]([NH:28][C:29](=[O:30])[O:31][CH2:32][C:33]5[CH:34]=[CH:35][CH:36]=[CH:37][CH:38]=5)=[N:25][C:22]4=[N:23][CH:24]=3)=[CH:15][C:8]=2[CH2:9][NH:10][CH2:11][CH2:5]1, predict the reactants needed to synthesize it. The reactants are: CC([CH:5]1[CH2:11][N:10](C([O-])=O)[CH2:9][C:8]2[CH:15]=[C:16]([C:19]3[CH:20]=[C:21]4[NH:27][C:26]([NH:28][C:29]([O:31][CH2:32][C:33]5[CH:38]=[CH:37][CH:36]=[CH:35][CH:34]=5)=[O:30])=[N:25][C:22]4=[N:23][CH:24]=3)[CH:17]=[CH:18][C:7]=2[O:6]1)(C)C.[ClH:39]. (5) Given the product [Cl:15][C:9]1[CH:10]=[CH:11][CH:12]=[C:13]2[C:8]=1[O:7][C:6](=[O:16])[C:5]([C:3]1[N:31]=[C:29]([NH:28][C:23]3[CH:24]=[CH:25][CH:26]=[CH:27][C:22]=3[O:21][CH2:20][CH2:19][N:18]([CH3:32])[CH3:17])[S:30][CH:2]=1)=[CH:14]2, predict the reactants needed to synthesize it. The reactants are: Br[CH2:2][C:3]([C:5]1[C:6](=[O:16])[O:7][C:8]2[C:13]([CH:14]=1)=[CH:12][CH:11]=[CH:10][C:9]=2[Cl:15])=O.[CH3:17][N:18]([CH3:32])[CH2:19][CH2:20][O:21][C:22]1[CH:27]=[CH:26][CH:25]=[CH:24][C:23]=1[NH:28][C:29]([NH2:31])=[S:30]. (6) Given the product [CH2:1]([NH:8][S:18]([NH2:19])(=[O:21])=[O:20])[C:2]1[CH:7]=[CH:6][CH:5]=[CH:4][CH:3]=1, predict the reactants needed to synthesize it. The reactants are: [CH2:1]([NH2:8])[C:2]1[CH:7]=[CH:6][CH:5]=[CH:4][CH:3]=1.C(N(C(C)C)CC)(C)C.[S:18](Cl)(=[O:21])(=[O:20])[NH2:19]. (7) Given the product [CH2:1]([CH:3]1[CH2:7][CH:6]([O:8][CH2:18][C:19]2[CH:24]=[CH:23][C:22]([O:25][CH3:26])=[CH:21][CH:20]=2)[CH2:5][CH:4]1[C:9]([O:11][CH2:12][CH3:13])=[O:10])[CH3:2], predict the reactants needed to synthesize it. The reactants are: [CH2:1]([CH:3]1[CH2:7][CH:6]([OH:8])[CH2:5][CH:4]1[C:9]([O:11][CH2:12][CH3:13])=[O:10])[CH3:2].ClC(Cl)(Cl)C(=N)O[CH2:18][C:19]1[CH:24]=[CH:23][C:22]([O:25][CH3:26])=[CH:21][CH:20]=1.FC(F)(F)S(O)(=O)=O.